From a dataset of Full USPTO retrosynthesis dataset with 1.9M reactions from patents (1976-2016). Predict the reactants needed to synthesize the given product. (1) The reactants are: [C:1]([C:3]1[CH:4]=[C:5]([CH:38]([CH3:40])[CH3:39])[C:6]2[O:10][C:9]([C:11]3[CH:36]=[CH:35][C:14]([C:15]([NH:17][CH2:18][C:19]4([CH:32]([CH3:34])[CH3:33])[CH2:24][CH2:23][N:22]([C:25](OC(C)(C)C)=O)[CH2:21][CH2:20]4)=[O:16])=[CH:13][CH:12]=3)=[N:8][C:7]=2[CH:37]=1)#[N:2].FC(F)(F)C(O)=O.C(=O)([O-])[O-].[K+].[K+].ClC1[N:60]=[C:59]([C:61]([F:64])([F:63])[F:62])[CH:58]=[CH:57][N:56]=1. Given the product [C:1]([C:3]1[CH:4]=[C:5]([CH:38]([CH3:39])[CH3:40])[C:6]2[O:10][C:9]([C:11]3[CH:36]=[CH:35][C:14]([C:15]([NH:17][CH2:18][C:19]4([CH:32]([CH3:33])[CH3:34])[CH2:24][CH2:23][N:22]([C:25]5[N:60]=[C:59]([C:61]([F:64])([F:63])[F:62])[CH:58]=[CH:57][N:56]=5)[CH2:21][CH2:20]4)=[O:16])=[CH:13][CH:12]=3)=[N:8][C:7]=2[CH:37]=1)#[N:2], predict the reactants needed to synthesize it. (2) Given the product [CH:3]([C@:6]1([C:12]([N:14]2[CH2:19][CH2:18][N:17]([C:20]3[N:25]=[C:24]([C:26]([F:27])([F:28])[F:29])[CH:23]=[CH:22][N:21]=3)[CH2:16][CH2:15]2)=[O:13])[CH2:10][CH2:9][C@@H:8]([NH:11][CH:36]2[CH2:35][CH2:34][O:33][CH2:32][CH:31]2[CH3:30])[CH2:7]1)([CH3:5])[CH3:4], predict the reactants needed to synthesize it. The reactants are: Cl.Cl.[CH:3]([C@:6]1([C:12]([N:14]2[CH2:19][CH2:18][N:17]([C:20]3[N:25]=[C:24]([C:26]([F:29])([F:28])[F:27])[CH:23]=[CH:22][N:21]=3)[CH2:16][CH2:15]2)=[O:13])[CH2:10][CH2:9][C@@H:8]([NH2:11])[CH2:7]1)([CH3:5])[CH3:4].[CH3:30][CH:31]1[C:36](=O)[CH2:35][CH2:34][O:33][CH2:32]1.C(N(CC)CC)C.C(O[BH-](OC(=O)C)OC(=O)C)(=O)C.[Na+]. (3) The reactants are: [Cl:1][C:2]1[CH:12]=[CH:11][CH:10]=[C:4]2[C:5]([O:7][C:8](=O)[C:3]=12)=[O:6].O.[NH2:14][NH2:15]. Given the product [Cl:1][C:2]1[CH:12]=[CH:11][CH:10]=[C:4]2[C:3]=1[C:8](=[O:7])[NH:14][NH:15][C:5]2=[O:6], predict the reactants needed to synthesize it.